This data is from Reaction yield outcomes from USPTO patents with 853,638 reactions. The task is: Predict the reaction yield, written as a fraction of the theoretical maximum amount of product (1.0 means a 100% yield; for example, 0.34 means a 34% yield). The reactants are Br[C:2]1[CH:3]=[C:4]([C:8]2[C:17]3[C:12](=[CH:13][C:14]([O:23][CH3:24])=[C:15]4[O:20][C:19]([CH3:22])([CH3:21])[CH2:18][C:16]4=3)[CH2:11][C:10]([CH3:26])([CH3:25])[N:9]=2)[CH:5]=[CH:6][CH:7]=1.[CH2:27]([O:29][C:30](=[O:46])[C:31]1[CH:36]=[CH:35][C:34](B2OC(C)(C)C(C)(C)O2)=[CH:33][CH:32]=1)[CH3:28].C(=O)([O-])[O-].[Na+].[Na+]. The catalyst is COCCOC.C(O)C.O. The product is [CH2:27]([O:29][C:30]([C:31]1[CH:36]=[CH:35][C:34]([C:2]2[CH:7]=[CH:6][CH:5]=[C:4]([C:8]3[C:17]4[C:12](=[CH:13][C:14]([O:23][CH3:24])=[C:15]5[O:20][C:19]([CH3:22])([CH3:21])[CH2:18][C:16]5=4)[CH2:11][C:10]([CH3:26])([CH3:25])[N:9]=3)[CH:3]=2)=[CH:33][CH:32]=1)=[O:46])[CH3:28]. The yield is 0.880.